Dataset: Full USPTO retrosynthesis dataset with 1.9M reactions from patents (1976-2016). Task: Predict the reactants needed to synthesize the given product. (1) Given the product [C:35]1([C:41]#[C:42][C:2]2[CH:3]=[C:4]([CH:10]=[CH:11][CH:12]=2)[C:5]([O:7][CH2:8][CH3:9])=[O:6])[CH:40]=[CH:39][CH:38]=[CH:37][CH:36]=1, predict the reactants needed to synthesize it. The reactants are: I[C:2]1[CH:3]=[C:4]([CH:10]=[CH:11][CH:12]=1)[C:5]([O:7][CH2:8][CH3:9])=[O:6].C(N(C(C)C)CC)(C)C.C(P(C(C)(C)C)C(C)(C)C)(C)(C)C.[C:35]1([C:41]#[CH:42])[CH:40]=[CH:39][CH:38]=[CH:37][CH:36]=1.C([O-])(O)=O.[Na+]. (2) Given the product [F:1][C:2]1[CH:20]=[C:19]2[C:5]([C:6](=[O:22])[C:7](=[O:21])[C:8]3[S:18][CH2:17][C:11]4([CH2:16][CH2:15][N:14]([CH2:32][C@@H:30]([OH:31])[CH2:23][C:24]5[CH:29]=[CH:28][CH:27]=[CH:26][CH:25]=5)[CH2:13][CH2:12]4)[O:10][C:9]=32)=[CH:4][CH:3]=1, predict the reactants needed to synthesize it. The reactants are: [F:1][C:2]1[CH:20]=[C:19]2[C:5]([C:6](=[O:22])[C:7](=[O:21])[C:8]3[S:18][CH2:17][C:11]4([CH2:16][CH2:15][NH:14][CH2:13][CH2:12]4)[O:10][C:9]=32)=[CH:4][CH:3]=1.[CH2:23]([C@H:30]1[CH2:32][O:31]1)[C:24]1[CH:29]=[CH:28][CH:27]=[CH:26][CH:25]=1. (3) Given the product [N:22]1[CH:23]=[CH:24][CH:25]=[N:26][C:21]=1[O:1][C@H:2]1[CH2:6][CH2:5][N:4]([C:7]([O:9][C:10]([CH3:13])([CH3:12])[CH3:11])=[O:8])[CH2:3]1, predict the reactants needed to synthesize it. The reactants are: [OH:1][C@H:2]1[CH2:6][CH2:5][N:4]([C:7]([O:9][C:10]([CH3:13])([CH3:12])[CH3:11])=[O:8])[CH2:3]1.CC(C)([O-])C.[K+].Cl[C:21]1[N:26]=[CH:25][CH:24]=[CH:23][N:22]=1. (4) The reactants are: [C:1]([O:5][C:6]([NH:8][C@@H:9]([C@@H:13]([O:16][C@@H:17]([CH2:19][CH2:20][CH:21]=[CH2:22])[CH3:18])[CH2:14][CH3:15])[C:10]([OH:12])=O)=[O:7])([CH3:4])([CH3:3])[CH3:2].Cl.[OH:24][C@H:25]1[CH2:29][NH:28][C@H:27]([C:30]([O:32][CH3:33])=[O:31])[CH2:26]1.F[P-](F)(F)(F)(F)F.CN(C(N(C)C)=[N+]1C2C(=NC=CC=2)[N+]([O-])=N1)C.C(N(CC)C(C)C)(C)C. Given the product [C:1]([O:5][C:6]([NH:8][C@@H:9]([C@@H:13]([O:16][C@@H:17]([CH2:19][CH2:20][CH:21]=[CH2:22])[CH3:18])[CH2:14][CH3:15])[C:10]([N:28]1[CH2:29][C@H:25]([OH:24])[CH2:26][C@H:27]1[C:30]([O:32][CH3:33])=[O:31])=[O:12])=[O:7])([CH3:2])([CH3:3])[CH3:4], predict the reactants needed to synthesize it. (5) Given the product [Cl:21][C:15]1[CH:16]=[C:17]([F:20])[CH:18]=[CH:19][C:14]=1[CH:5]1[N:6]=[C:7]([C:9]2[S:10][CH:11]=[N:12][N:13]=2)[NH:8][C:3]([CH2:2][N:28]2[CH2:33][CH2:32][O:31][CH:30]([C:34]([OH:36])=[O:35])[CH2:29]2)=[C:4]1[C:22]([O:24][CH2:25][CH3:26])=[O:23], predict the reactants needed to synthesize it. The reactants are: Br[CH2:2][C:3]1[NH:8][C:7]([C:9]2[S:10][CH:11]=[N:12][N:13]=2)=[N:6][CH:5]([C:14]2[CH:19]=[CH:18][C:17]([F:20])=[CH:16][C:15]=2[Cl:21])[C:4]=1[C:22]([O:24][CH2:25][CH3:26])=[O:23].Cl.[NH:28]1[CH2:33][CH2:32][O:31][CH:30]([C:34]([OH:36])=[O:35])[CH2:29]1. (6) The reactants are: [CH2:1]=[CH:2][C:3]1[CH2:23][S:22][C@@H:6]2[C@H:7]([NH:10]C(/C(/C3N=C(N)SC=3)=N\O)=O)[C:8](=[O:9])[N:5]2[C:4]=1[C:24]([OH:26])=[O:25]. Given the product [NH2:10][CH:7]1[C:8](=[O:9])[N:5]2[C:4]([C:24]([OH:26])=[O:25])=[C:3]([CH:2]=[CH2:1])[CH2:23][S:22][C@H:6]12, predict the reactants needed to synthesize it. (7) The reactants are: [C:1]([O-:20])(=[O:19])[CH2:2][CH2:3][CH2:4][CH2:5][CH2:6][CH2:7][CH2:8][CH2:9][CH2:10][CH2:11][CH2:12][CH2:13][CH2:14][CH2:15][CH2:16][CH2:17][CH3:18].[Na+].[CH2:22]1[CH:27]2[CH2:28][C:29]3([NH2:32])[CH2:31][CH:25]([CH2:26]2)[CH2:24][CH:23]1[CH2:30]3.Cl. Given the product [CH2:22]1[CH:23]2[CH2:30][C:29]3([NH2:32])[CH2:31][CH:25]([CH2:24]2)[CH2:26][CH:27]1[CH2:28]3.[C:1]([O-:20])(=[O:19])[CH2:2][CH2:3][CH2:4][CH2:5][CH2:6][CH2:7][CH2:8][CH2:9][CH2:10][CH2:11][CH2:12][CH2:13][CH2:14][CH2:15][CH2:16][CH2:17][CH3:18], predict the reactants needed to synthesize it. (8) Given the product [OH:12][C:7]1[CH:8]=[C:9]2[C:4](=[CH:5][CH:6]=1)[N:3]=[C:2]([C:18]1[CH:19]=[CH:20][C:15]([C:13]#[N:14])=[CH:16][CH:17]=1)[CH:11]=[CH:10]2, predict the reactants needed to synthesize it. The reactants are: Cl[C:2]1[CH:11]=[CH:10][C:9]2[C:4](=[CH:5][CH:6]=[C:7]([OH:12])[CH:8]=2)[N:3]=1.[C:13]([C:15]1[CH:20]=[CH:19][C:18](B(O)O)=[CH:17][CH:16]=1)#[N:14].O1CCOCC1.O. (9) Given the product [Br:1][C:5]1[CH:4]=[N:3][C:8]2[NH:9][C:10]3[C:15]([C:7]=2[CH:6]=1)=[CH:14][C:13]([C:16]([O:18][CH3:19])=[O:17])=[CH:12][CH:11]=3, predict the reactants needed to synthesize it. The reactants are: [Br:1]Br.[N:3]1[C:8]2[NH:9][C:10]3[C:15]([C:7]=2[CH:6]=[CH:5][CH:4]=1)=[CH:14][C:13]([C:16]([O:18][CH3:19])=[O:17])=[CH:12][CH:11]=3.C(=O)([O-])[O-].[K+].[K+]. (10) Given the product [Cl:18][C:17]1[C:16]([O:19][CH3:20])=[CH:15][C:14]([O:21][CH3:22])=[C:13]([Cl:23])[C:12]=1[C:7]1[CH:8]=[C:9]2[C:4](=[CH:5][CH:6]=1)[N:3]=[C:2]([NH:24][C@H:25]1[C@H:29]([OH:30])[CH2:28][C@@H:27]([C:31]([O:33][CH3:34])=[O:32])[CH2:26]1)[N:11]=[CH:10]2, predict the reactants needed to synthesize it. The reactants are: Cl[C:2]1[N:11]=[CH:10][C:9]2[C:4](=[CH:5][CH:6]=[C:7]([C:12]3[C:17]([Cl:18])=[C:16]([O:19][CH3:20])[CH:15]=[C:14]([O:21][CH3:22])[C:13]=3[Cl:23])[CH:8]=2)[N:3]=1.[NH2:24][C@H:25]1[C@H:29]([OH:30])[CH2:28][CH:27]([C:31]([O:33][CH3:34])=[O:32])[CH2:26]1.C1CCN2C(=NCCC2)CC1.